This data is from Kir2.1 potassium channel HTS with 301,493 compounds. The task is: Binary Classification. Given a drug SMILES string, predict its activity (active/inactive) in a high-throughput screening assay against a specified biological target. (1) The molecule is O=c1[nH]c(=O)n(c2nc(n(c12)CC=C)N(C)C)C. The result is 0 (inactive). (2) The compound is O(c1ccc(Nc2nc(N3CCCC3)c3c(n2)cccc3)cc1)C. The result is 1 (active).